This data is from Forward reaction prediction with 1.9M reactions from USPTO patents (1976-2016). The task is: Predict the product of the given reaction. (1) The product is: [BrH:14].[Br:14][CH:11]([C:7]1[CH:6]=[C:5]2[C:10](=[CH:9][CH:8]=1)[N:1]=[CH:2][CH:3]=[CH:4]2)[CH3:12]. Given the reactants [N:1]1[C:10]2[C:5](=[CH:6][C:7]([CH:11](O)[CH3:12])=[CH:8][CH:9]=2)[CH:4]=[CH:3][CH:2]=1.[BrH:14], predict the reaction product. (2) The product is: [CH2:25]([O:24][C:21]1[CH:22]=[CH:23][C:18]([C:14]2([OH:17])[CH2:13][CH2:12][NH:11][CH2:16][CH2:15]2)=[CH:19][CH:20]=1)[CH2:26][CH2:27][CH2:28][CH2:29][CH3:30]. Given the reactants C(OC([N:11]1[CH2:16][CH2:15][C:14]([C:18]2[CH:23]=[CH:22][C:21]([O:24][CH2:25][CH2:26][CH2:27][CH2:28][CH2:29][CH3:30])=[CH:20][CH:19]=2)([OH:17])[CH2:13][CH2:12]1)=O)C1C=CC=CC=1, predict the reaction product. (3) Given the reactants [NH2:1][C:2]1[CH:10]=[CH:9][C:5]2[N:6]=[CH:7][NH:8][C:4]=2[CH:3]=1.[F:11][C:12]1([F:23])[O:16][C:15]2[CH:17]=[CH:18][C:19]([CH:21]=O)=[CH:20][C:14]=2[O:13]1.[Si](C#N)(C)(C)C.[N:30]1([C:35](N2C=CN=C2)=[O:36])C=CN=[CH:31]1, predict the reaction product. The product is: [NH:6]1[C:5]2[CH:9]=[CH:10][C:2]([N:1]3[CH:21]([C:19]4[CH:18]=[CH:17][C:15]5[O:16][C:12]([F:23])([F:11])[O:13][C:14]=5[CH:20]=4)[CH2:31][NH:30][C:35]3=[O:36])=[CH:3][C:4]=2[N:8]=[CH:7]1.